Dataset: Full USPTO retrosynthesis dataset with 1.9M reactions from patents (1976-2016). Task: Predict the reactants needed to synthesize the given product. (1) The reactants are: FC(F)(F)S(O[C:7]1[CH2:16][CH2:15][C:14]2[C:9](=[CH:10][C:11]([O:19][CH3:20])=[C:12]([O:17][CH3:18])[CH:13]=2)[CH:8]=1)(=O)=O.[C:23]([O:27][CH2:28][CH3:29])(=[O:26])[C:24]#[CH:25].C([O-])(=O)C.[Na+]. Given the product [CH3:18][O:17][C:12]1[CH:13]=[C:14]2[C:9](=[CH:10][C:11]=1[O:19][CH3:20])[CH:8]=[C:7]([C:25]#[C:24][C:23]([O:27][CH2:28][CH3:29])=[O:26])[CH2:16][CH2:15]2, predict the reactants needed to synthesize it. (2) Given the product [O:1]=[C:2]1[C:10]2[C:5](=[CH:6][CH:7]=[CH:8][CH:9]=2)[C:4](=[O:11])[N:3]1[CH:12]1[CH2:17][CH2:16][C:15]([CH3:23])([C:18]([OH:20])=[O:19])[CH2:14][CH2:13]1, predict the reactants needed to synthesize it. The reactants are: [O:1]=[C:2]1[C:10]2[C:5](=[CH:6][CH:7]=[CH:8][CH:9]=2)[C:4](=[O:11])[N:3]1[CH:12]1[CH2:17][CH2:16][C:15]([CH3:23])([C:18]([O:20]CC)=[O:19])[CH2:14][CH2:13]1.Cl. (3) The reactants are: [I:1][C:2]1[CH:9]=[CH:8][C:5]([C:6]#[N:7])=[CH:4][CH:3]=1.[CH2:10](Br)[CH3:11].[Mg].B(F)(F)F.CCOCC.Cl.[OH-].[Na+]. Given the product [I:1][C:2]1[CH:9]=[CH:8][C:5]([C:6]2([NH2:7])[CH2:11][CH2:10]2)=[CH:4][CH:3]=1, predict the reactants needed to synthesize it. (4) The reactants are: [CH3:1][O:2][C:3]([C:5]1[CH:6]=[C:7]2[C:11](=[CH:12][CH:13]=1)[N:10]([CH2:14][CH:15]1[CH2:17][O:16]1)[CH:9]=[C:8]2[C:18](=[O:27])[CH2:19][CH2:20][CH2:21][CH2:22][C:23]([O:25][CH3:26])=[O:24])=[O:4].[C:28]1([C:34]2[CH:39]=[CH:38][C:37]([OH:40])=[CH:36][CH:35]=2)[CH:33]=[CH:32][CH:31]=[CH:30][CH:29]=1. Given the product [CH3:1][O:2][C:3]([C:5]1[CH:6]=[C:7]2[C:11](=[CH:12][CH:13]=1)[N:10]([CH2:14][CH:15]([OH:16])[CH2:17][O:40][C:37]1[CH:36]=[CH:35][C:34]([C:28]3[CH:29]=[CH:30][CH:31]=[CH:32][CH:33]=3)=[CH:39][CH:38]=1)[CH:9]=[C:8]2[C:18](=[O:27])[CH2:19][CH2:20][CH2:21][CH2:22][C:23]([O:25][CH3:26])=[O:24])=[O:4], predict the reactants needed to synthesize it. (5) Given the product [S:24]1[C:19]2[CH:20]=[CH:21][CH:22]=[CH:23][C:18]=2[N:17]=[C:4]1[C:3]1[CH:7]=[C:8]([C:11]2[CH:16]=[CH:15][CH:14]=[CH:13][CH:12]=2)[CH:9]=[CH:10][C:2]=1[SH:1], predict the reactants needed to synthesize it. The reactants are: [SH:1][C:2]1[CH:10]=[CH:9][C:8]([C:11]2[CH:16]=[CH:15][CH:14]=[CH:13][CH:12]=2)=[CH:7][C:3]=1[C:4](O)=O.[NH2:17][C:18]1[CH:23]=[CH:22][CH:21]=[CH:20][C:19]=1[SH:24]. (6) Given the product [CH2:1]([N:8]1[CH2:15][C:16]2[N:17]=[CH:18][C:19]([N:23]3[CH2:27][CH2:26][CH2:25][CH:24]3[CH2:28][O:29][CH3:30])=[N:20][C:21]=2[O:14][C@@H:10]([CH2:11][O:12][CH3:13])[CH2:9]1)[C:2]1[CH:7]=[CH:6][CH:5]=[CH:4][CH:3]=1, predict the reactants needed to synthesize it. The reactants are: [CH2:1]([N:8]([CH2:15][C:16]1[C:21](Cl)=[N:20][C:19]([N:23]2[CH2:27][CH2:26][CH2:25][CH:24]2[CH2:28][O:29][CH3:30])=[CH:18][N:17]=1)[CH2:9][C@@H:10]([OH:14])[CH2:11][O:12][CH3:13])[C:2]1[CH:7]=[CH:6][CH:5]=[CH:4][CH:3]=1.CC(C)([O-])C.[K+].O.